This data is from Forward reaction prediction with 1.9M reactions from USPTO patents (1976-2016). The task is: Predict the product of the given reaction. Given the reactants C1(C[N:8]2[CH:12]([CH2:13][C:14]3[CH:19]=[CH:18][CH:17]=[CH:16][CH:15]=3)[CH2:11][C:10](=[O:20])[CH2:9]2)C=CC=CC=1.[CH3:21][S:22]([OH:25])(=[O:24])=[O:23], predict the reaction product. The product is: [CH3:21][S:22]([OH:25])(=[O:24])=[O:23].[C:14]1([CH2:13][CH:12]2[NH:8][CH2:9][C:10](=[O:20])[CH2:11]2)[CH:15]=[CH:16][CH:17]=[CH:18][CH:19]=1.